This data is from NCI-60 drug combinations with 297,098 pairs across 59 cell lines. The task is: Regression. Given two drug SMILES strings and cell line genomic features, predict the synergy score measuring deviation from expected non-interaction effect. (1) Drug 1: CC1=C(C=C(C=C1)NC2=NC=CC(=N2)N(C)C3=CC4=NN(C(=C4C=C3)C)C)S(=O)(=O)N.Cl. Drug 2: CC(C)(C#N)C1=CC(=CC(=C1)CN2C=NC=N2)C(C)(C)C#N. Cell line: ACHN. Synergy scores: CSS=3.54, Synergy_ZIP=-2.08, Synergy_Bliss=-1.77, Synergy_Loewe=-1.17, Synergy_HSA=-0.894. (2) Drug 1: CNC(=O)C1=CC=CC=C1SC2=CC3=C(C=C2)C(=NN3)C=CC4=CC=CC=N4. Drug 2: N.N.Cl[Pt+2]Cl. Cell line: HS 578T. Synergy scores: CSS=3.89, Synergy_ZIP=1.88, Synergy_Bliss=4.39, Synergy_Loewe=1.04, Synergy_HSA=1.04.